Dataset: Forward reaction prediction with 1.9M reactions from USPTO patents (1976-2016). Task: Predict the product of the given reaction. (1) Given the reactants [CH3:1][C:2]1[N:3]([CH2:30][C:31]([O:33]CC)=[O:32])[C:4]2[CH2:5][C:6]([CH3:29])([CH3:28])[CH2:7][C:8](=[O:27])[C:9]=2[C:10]=1[CH2:11][C:12]1[CH:17]=[CH:16][CH:15]=[CH:14][C:13]=1[S:18]([N:21]1[CH2:26][CH2:25][O:24][CH2:23][CH2:22]1)(=[O:20])=[O:19].[OH-].[Na+], predict the reaction product. The product is: [CH3:1][C:2]1[N:3]([CH2:30][C:31]([OH:33])=[O:32])[C:4]2[CH2:5][C:6]([CH3:29])([CH3:28])[CH2:7][C:8](=[O:27])[C:9]=2[C:10]=1[CH2:11][C:12]1[CH:17]=[CH:16][CH:15]=[CH:14][C:13]=1[S:18]([N:21]1[CH2:26][CH2:25][O:24][CH2:23][CH2:22]1)(=[O:20])=[O:19]. (2) The product is: [CH3:14][N:15]([C:16]1[CH:17]=[N:18][CH:19]=[CH:20][C:21]=1[C:22]1[CH:27]=[CH:26][CH:25]=[CH:24][C:23]=1[CH3:28])[C:6](=[O:7])[C:5]1[CH:9]=[CH:10][CH:11]=[C:3]([C:2]([F:13])([F:12])[F:1])[CH:4]=1. Given the reactants [F:1][C:2]([F:13])([F:12])[C:3]1[CH:4]=[C:5]([CH:9]=[CH:10][CH:11]=1)[C:6](Cl)=[O:7].[CH3:14][NH:15][C:16]1[CH:17]=[N:18][CH:19]=[CH:20][C:21]=1[C:22]1[CH:27]=[CH:26][CH:25]=[CH:24][C:23]=1[CH3:28].CCN(C(C)C)C(C)C, predict the reaction product. (3) Given the reactants Cl[C:2]1[N:7]=[C:6]([N:8]([CH3:19])[S:9]([C:12]2[CH:17]=[CH:16][C:15]([CH3:18])=[CH:14][CH:13]=2)(=[O:11])=[O:10])[CH:5]=[CH:4][CH:3]=1.CC1(C)C(C)(C)OB([C:28]2[CH:40]=[CH:39][C:31]3[N:32]=[C:33]([NH:35][C:36](=[O:38])[CH3:37])[S:34][C:30]=3[CH:29]=2)O1.C([O-])([O-])=O.[Na+].[Na+], predict the reaction product. The product is: [CH3:19][N:8]([C:6]1[N:7]=[C:2]([C:28]2[CH:40]=[CH:39][C:31]3[N:32]=[C:33]([NH:35][C:36](=[O:38])[CH3:37])[S:34][C:30]=3[CH:29]=2)[CH:3]=[CH:4][CH:5]=1)[S:9]([C:12]1[CH:17]=[CH:16][C:15]([CH3:18])=[CH:14][CH:13]=1)(=[O:11])=[O:10].